This data is from Catalyst prediction with 721,799 reactions and 888 catalyst types from USPTO. The task is: Predict which catalyst facilitates the given reaction. (1) Reactant: C(N([CH2:6][CH3:7])CC)C.[C:8]1([CH2:14][C:15](Cl)=[O:16])[CH:13]=CC=C[CH:9]=1.Cl[CH2:19]Cl.[CH3:21][C:22]([CH3:26])=[CH:23][CH2:24][OH:25]. Product: [C:22]1([CH2:23][C:24]([O:16][CH2:15][CH:14]=[C:8]([CH3:13])[CH3:9])=[O:25])[CH:26]=[CH:7][CH:6]=[CH:19][CH:21]=1. The catalyst class is: 6. (2) Reactant: C([SiH](CC)CC)C.FC(F)(F)C(O)=O.[C:15]([O:19][C:20]([NH:22][C:23]1[N:28]=[CH:27][C:26]([CH2:29][C:30]([C:39]2[N:40]=[CH:41][N:42](C(C3C=CC=CC=3)(C3C=CC=CC=3)C3C=CC=CC=3)[CH:43]=2)([C:35]([O:37][CH3:38])=[O:36])[C:31]([O:33][CH3:34])=[O:32])=[CH:25][CH:24]=1)=[O:21])([CH3:18])([CH3:17])[CH3:16].[OH-].[Na+]. Product: [C:15]([O:19][C:20]([NH:22][C:23]1[N:28]=[CH:27][C:26]([CH2:29][C:30]([C:39]2[N:40]=[CH:41][NH:42][CH:43]=2)([C:35]([O:37][CH3:38])=[O:36])[C:31]([O:33][CH3:34])=[O:32])=[CH:25][CH:24]=1)=[O:21])([CH3:18])([CH3:16])[CH3:17]. The catalyst class is: 34. (3) Reactant: [Cl-].O[NH3+:3].[C:4](=[O:7])([O-])[OH:5].[Na+].CS(C)=O.[CH3:13][O:14][CH2:15][CH:16]([N:18]1[C:23](=[O:24])[C:22]([CH2:25][C:26]2[CH:31]=[CH:30][C:29]([C:32]3[C:33]([C:38]#[N:39])=[CH:34][CH:35]=[CH:36][CH:37]=3)=[CH:28][CH:27]=2)=[C:21]([CH2:40][CH2:41][CH3:42])[N:20]2[N:43]=[C:44]([CH3:46])[N:45]=[C:19]12)[CH3:17]. Product: [CH3:13][O:14][CH2:15][CH:16]([N:18]1[C:23](=[O:24])[C:22]([CH2:25][C:26]2[CH:31]=[CH:30][C:29]([C:32]3[CH:37]=[CH:36][CH:35]=[CH:34][C:33]=3[C:38]3[NH:3][C:4](=[O:7])[O:5][N:39]=3)=[CH:28][CH:27]=2)=[C:21]([CH2:40][CH2:41][CH3:42])[N:20]2[N:43]=[C:44]([CH3:46])[N:45]=[C:19]12)[CH3:17]. The catalyst class is: 13. (4) Reactant: [N+:1]([C:4]1[CH:5]=[C:6]2[C:11](=O)[O:10][C:8](=[O:9])[C:7]2=[CH:13][CH:14]=1)([O-:3])=[O:2].[NH2:15][NH2:16].Cl. Product: [OH:9][C:8]1[C:7]2[C:6](=[CH:5][C:4]([N+:1]([O-:3])=[O:2])=[CH:14][CH:13]=2)[C:11]([OH:10])=[N:16][N:15]=1. The catalyst class is: 41. (5) The catalyst class is: 68. Reactant: [CH3:1][C:2]1([CH3:24])[C:11]2[CH2:10][O:9][CH:8]=[CH:7][C:6]3=[CH:12][CH:13]([CH2:15][NH:16][C:17](=[O:23])[O:18][C:19]([CH3:22])([CH3:21])[CH3:20])[O:14][B:4]([C:5]=23)[O:3]1.C1C(=O)N([Br:32])C(=O)C1. Product: [Br:32][C:12]1[C@H:13]([CH2:15][NH:16][C:17](=[O:23])[O:18][C:19]([CH3:22])([CH3:21])[CH3:20])[O:14][B:4]2[C:5]3[C:6]=1[CH:7]=[CH:8][O:9][CH2:10][C:11]=3[C:2]([CH3:24])([CH3:1])[O:3]2. (6) Reactant: [Br:1][C:2]1[CH:3]=[CH:4][C:5]2[N:6]([CH2:16][CH2:17][O:18][CH2:19][CH2:20][O:21][CH3:22])[C:7]3[C:12]([C:13]=2[CH:14]=1)=[CH:11][C:10](F)=[CH:9][CH:8]=3.[Li]CCCC.[CH:28](N1CCOCC1)=[O:29]. Product: [Br:1][C:2]1[CH:14]=[C:13]2[C:5](=[CH:4][CH:3]=1)[N:6]([CH2:16][CH2:17][O:18][CH2:19][CH2:20][O:21][CH3:22])[C:7]1[CH:8]=[CH:9][C:10]([CH:28]=[O:29])=[CH:11][C:12]2=1. The catalyst class is: 1. (7) Reactant: [N:1]1([C:11]([O:13][C:14]([CH3:17])([CH3:16])[CH3:15])=[O:12])[CH2:6][CH2:5][NH:4][CH:3]([C:7]([O:9]C)=O)[CH2:2]1.[C:18]1([C@@H:24]2[CH2:26][C@H:25]2[N:27]=[C:28]=[O:29])[CH:23]=[CH:22][CH:21]=[CH:20][CH:19]=1.CCN(C(C)C)C(C)C. Product: [O:9]=[C:7]1[CH:3]2[CH2:2][N:1]([C:11]([O:13][C:14]([CH3:17])([CH3:16])[CH3:15])=[O:12])[CH2:6][CH2:5][N:4]2[C:28](=[O:29])[N:27]1[C@@H:25]1[CH2:26][C@H:24]1[C:18]1[CH:23]=[CH:22][CH:21]=[CH:20][CH:19]=1. The catalyst class is: 11. (8) Reactant: [OH:1][CH2:2][C@@H:3]([NH:7][C:8]([C:10]1[N:11]=[N:12][C:13]([C:20]([N:22]2[CH2:27][CH2:26][N:25]([CH3:28])[C@@H:24]([CH:29]([CH2:31][CH3:32])[CH3:30])[CH2:23]2)=[O:21])=[CH:14][C:15]=1[CH2:16][CH:17]([CH3:19])[CH3:18])=O)[CH:4]([CH3:6])[CH3:5].CCN(S(F)(F)F)CC.C([O-])([O-])=O.[K+].[K+].C(=O)(O)[O-].[Na+]. Product: [CH:29]([C@@H:24]1[N:25]([CH3:28])[CH2:26][CH2:27][N:22]([C:20]([C:13]2[N:12]=[N:11][C:10]([C:8]3[O:1][CH2:2][C@H:3]([CH:4]([CH3:5])[CH3:6])[N:7]=3)=[C:15]([CH2:16][CH:17]([CH3:18])[CH3:19])[CH:14]=2)=[O:21])[CH2:23]1)([CH2:31][CH3:32])[CH3:30]. The catalyst class is: 2. (9) Product: [Si:40]([O:1][CH2:2][C@@H:3]([N:8]1[C:17]2[C:12](=[CH:13][C:14]([O:20][CH2:21][C:22]3[CH:27]=[CH:26][C:25]([O:28][CH3:29])=[CH:24][CH:23]=3)=[C:15]([O:18][CH3:19])[CH:16]=2)[C:11](=[O:30])[C:10]([C:31]([O:33][CH2:34][CH3:35])=[O:32])=[CH:9]1)[C:4]([CH3:7])([CH3:6])[CH3:5])([C:37]([CH3:39])([CH3:38])[CH3:36])([CH3:42])[CH3:41]. The catalyst class is: 3. Reactant: [OH:1][CH2:2][C@@H:3]([N:8]1[C:17]2[C:12](=[CH:13][C:14]([O:20][CH2:21][C:22]3[CH:27]=[CH:26][C:25]([O:28][CH3:29])=[CH:24][CH:23]=3)=[C:15]([O:18][CH3:19])[CH:16]=2)[C:11](=[O:30])[C:10]([C:31]([O:33][CH2:34][CH3:35])=[O:32])=[CH:9]1)[C:4]([CH3:7])([CH3:6])[CH3:5].[CH3:36][C:37]([Si:40](Cl)([CH3:42])[CH3:41])([CH3:39])[CH3:38].N1C=CN=C1.